From a dataset of Full USPTO retrosynthesis dataset with 1.9M reactions from patents (1976-2016). Predict the reactants needed to synthesize the given product. (1) Given the product [Cl:1][C:2]1[N:7]=[C:6]([N:16]2[CH2:21][CH2:20][O:19][CH2:18][CH2:17]2)[CH:5]=[CH:4][N:3]=1, predict the reactants needed to synthesize it. The reactants are: [Cl:1][C:2]1[N:7]=[C:6](Cl)[CH:5]=[CH:4][N:3]=1.C(N(CC)CC)C.[NH:16]1[CH2:21][CH2:20][O:19][CH2:18][CH2:17]1. (2) Given the product [CH3:19][CH:17]([C:7]1([C:1]2[CH:6]=[CH:5][CH:4]=[CH:3][CH:2]=2)[CH2:8][CH2:9][C:10]2([O:14][CH2:13][CH2:12][O:11]2)[CH2:15][CH2:16]1)[OH:18], predict the reactants needed to synthesize it. The reactants are: [C:1]1([C:7]2([CH:17]=[O:18])[CH2:16][CH2:15][C:10]3([O:14][CH2:13][CH2:12][O:11]3)[CH2:9][CH2:8]2)[CH:6]=[CH:5][CH:4]=[CH:3][CH:2]=1.[CH3:19][Mg]Br.[Cl-].[NH4+].O. (3) The reactants are: [CH3:1][O:2][C:3](=[O:33])[CH2:4][C@H:5]1[C:9]2[CH:10]=[CH:11][C:12]([O:14][C@H:15]3[C:23]4[C:18](=[C:19]([O:25][C:26]5[CH:31]=[CH:30][C:29]([OH:32])=[CH:28][CH:27]=5)[CH:20]=[CH:21][C:22]=4[F:24])[CH2:17][CH2:16]3)=[CH:13][C:8]=2[O:7][CH2:6]1.[CH3:34][C:35]1([CH3:38])[CH2:37][O:36]1. Given the product [CH3:1][O:2][C:3](=[O:33])[CH2:4][C@H:5]1[C:9]2[CH:10]=[CH:11][C:12]([O:14][C@H:15]3[C:23]4[C:18](=[C:19]([O:25][C:26]5[CH:27]=[CH:28][C:29]([O:32][CH2:34][C:35]([OH:36])([CH3:38])[CH3:37])=[CH:30][CH:31]=5)[CH:20]=[CH:21][C:22]=4[F:24])[CH2:17][CH2:16]3)=[CH:13][C:8]=2[O:7][CH2:6]1, predict the reactants needed to synthesize it. (4) Given the product [NH:1]1[C:5]2[C:6]3[CH:7]=[CH:8][N:9]=[CH:10][C:11]=3[CH2:12][CH2:13][C:4]=2[C:3]([C:14]([NH2:23])=[O:16])=[CH:2]1, predict the reactants needed to synthesize it. The reactants are: [NH:1]1[C:5]2[C:6]3[CH:7]=[CH:8][N:9]=[CH:10][C:11]=3[CH2:12][CH2:13][C:4]=2[C:3]([C:14]([OH:16])=O)=[CH:2]1.C1C=CC2N(O)N=[N:23]C=2C=1.N.CN(C(ON1N=NC2C=CC=CC1=2)=[N+](C)C)C.[B-](F)(F)(F)F.CCN(C(C)C)C(C)C. (5) Given the product [C:20]([C:23]1[CH:27]=[C:26]([C:28]([NH:1][C@H:2]([CH2:18][CH3:19])[CH2:3][N:4]2[CH:8]=[CH:7][C:6]([C:9]3[CH:16]=[CH:15][C:12]([C:13]#[N:14])=[C:11]([Cl:17])[CH:10]=3)=[N:5]2)=[O:29])[NH:25][N:24]=1)(=[O:22])[CH3:21], predict the reactants needed to synthesize it. The reactants are: [NH2:1][C@H:2]([CH2:18][CH3:19])[CH2:3][N:4]1[CH:8]=[CH:7][C:6]([C:9]2[CH:16]=[CH:15][C:12]([C:13]#[N:14])=[C:11]([Cl:17])[CH:10]=2)=[N:5]1.[C:20]([C:23]1[CH:27]=[C:26]([C:28](O)=[O:29])[NH:25][N:24]=1)(=[O:22])[CH3:21].CCN(C(C)C)C(C)C.C1C=CC2N(O)N=NC=2C=1.CCN=C=NCCCN(C)C.